This data is from Retrosynthesis with 50K atom-mapped reactions and 10 reaction types from USPTO. The task is: Predict the reactants needed to synthesize the given product. (1) Given the product CC(C)NC(=O)c1c(-c2ccccc2)c(C(C)Nc2ncnc(N)c2C#N)nc2ccc(F)cc12, predict the reactants needed to synthesize it. The reactants are: CC(C)NC(=O)c1c(-c2ccccc2)c(C(C)N)nc2ccc(F)cc12.N#Cc1c(N)ncnc1Cl. (2) The reactants are: CCOC(=O)C(=O)c1sc(Br)cc1Br. Given the product O=C(O)C(=O)c1sc(Br)cc1Br, predict the reactants needed to synthesize it.